From a dataset of Forward reaction prediction with 1.9M reactions from USPTO patents (1976-2016). Predict the product of the given reaction. (1) Given the reactants Cl.[CH3:2][O:3][C:4](=[O:26])[C@@H:5]([NH2:25])[CH2:6][C:7]1[CH:12]=[CH:11][C:10]([O:13][CH2:14][C:15]2[CH:20]=[CH:19][C:18]([C:21]([CH3:24])([CH3:23])[CH3:22])=[CH:17][CH:16]=2)=[CH:9][CH:8]=1.[NH2:27][C:28]1[CH:36]=[CH:35][C:34]([Cl:37])=[CH:33][C:29]=1[C:30](O)=[O:31].Cl, predict the reaction product. The product is: [CH3:2][O:3][C:4](=[O:26])[C@@H:5]([NH:25][C:30](=[O:31])[C:29]1[CH:33]=[C:34]([Cl:37])[CH:35]=[CH:36][C:28]=1[NH2:27])[CH2:6][C:7]1[CH:12]=[CH:11][C:10]([O:13][CH2:14][C:15]2[CH:16]=[CH:17][C:18]([C:21]([CH3:22])([CH3:23])[CH3:24])=[CH:19][CH:20]=2)=[CH:9][CH:8]=1. (2) The product is: [NH2:23][C:6]1[C:7]([NH:11][C:12]2[CH:13]=[C:14]([CH:19]=[CH:20][C:21]=2[CH3:22])[C:15]([NH:17][CH3:18])=[O:16])=[N:8][CH:9]=[N:10][C:5]=1[N:4]([CH2:3][C:2]([CH3:28])([CH3:27])[CH3:1])[CH3:26]. Given the reactants [CH3:1][C:2]([CH3:28])([CH3:27])[CH2:3][N:4]([CH3:26])[C:5]1[N:10]=[CH:9][N:8]=[C:7]([NH:11][C:12]2[CH:13]=[C:14]([CH:19]=[CH:20][C:21]=2[CH3:22])[C:15]([NH:17][CH3:18])=[O:16])[C:6]=1[N+:23]([O-])=O.[H][H], predict the reaction product. (3) Given the reactants Br[C:2]1[CH:9]=[CH:8][C:7]([C:10]([F:13])([F:12])[F:11])=[CH:6][C:3]=1[CH:4]=[O:5].[CH2:14]([O:16][C:17](=[O:36])[CH2:18][C:19]1[CH:24]=[CH:23][C:22]([O:25][CH3:26])=[C:21](B2OC(C)(C)C(C)(C)O2)[CH:20]=1)[CH3:15], predict the reaction product. The product is: [CH2:14]([O:16][C:17](=[O:36])[CH2:18][C:19]1[CH:20]=[C:21]([C:2]2[CH:9]=[CH:8][C:7]([C:10]([F:13])([F:12])[F:11])=[CH:6][C:3]=2[CH:4]=[O:5])[C:22]([O:25][CH3:26])=[CH:23][CH:24]=1)[CH3:15]. (4) Given the reactants Cl.[CH3:2][NH:3][CH2:4][CH2:5][CH2:6][CH2:7][C:8]([O:10][CH3:11])=[O:9].[C:12]1([C:33]2[CH:38]=[CH:37][CH:36]=[CH:35][CH:34]=2)[CH:17]=[CH:16][CH:15]=[CH:14][C:13]=1[NH:18][C:19]([O:21][CH:22]1[CH2:27][CH2:26][N:25]([CH2:28][CH2:29][C:30](O)=[O:31])[CH2:24][CH2:23]1)=[O:20].ON1C2N=CC=CC=2N=N1.N1C(C)=CC=CC=1C.Cl.CN(C)CCCN=C=NCC.C(=O)(O)[O-].[Na+], predict the reaction product. The product is: [CH3:11][O:10][C:8](=[O:9])[CH2:7][CH2:6][CH2:5][CH2:4][NH:3][CH2:2][C:30](=[O:31])[CH2:29][CH2:28][N:25]1[CH2:26][CH2:27][CH:22]([O:21][C:19](=[O:20])[NH:18][C:13]2[CH:14]=[CH:15][CH:16]=[CH:17][C:12]=2[C:33]2[CH:34]=[CH:35][CH:36]=[CH:37][CH:38]=2)[CH2:23][CH2:24]1. (5) Given the reactants Br[CH2:2][C:3]1[C:27]([O:28][CH3:29])=[CH:26][C:6]2[C@H:7]([C:20]3[CH:25]=[CH:24][CH:23]=[CH:22][CH:21]=3)[NH:8][C@@:9]([CH2:16][CH2:17][CH2:18][CH3:19])([CH2:14][CH3:15])[CH2:10][S:11](=[O:13])(=[O:12])[C:5]=2[CH:4]=1.[P:30]([O:37]CC)([O:34][CH2:35][CH3:36])[O:31][CH2:32][CH3:33], predict the reaction product. The product is: [CH2:16]([C@@:9]1([CH2:14][CH3:15])[NH:8][C@@H:7]([C:20]2[CH:21]=[CH:22][CH:23]=[CH:24][CH:25]=2)[C:6]2[CH:26]=[C:27]([O:28][CH3:29])[C:3]([CH2:2][P:30](=[O:37])([O:34][CH2:35][CH3:36])[O:31][CH2:32][CH3:33])=[CH:4][C:5]=2[S:11](=[O:12])(=[O:13])[CH2:10]1)[CH2:17][CH2:18][CH3:19]. (6) Given the reactants [CH3:1][C:2]([CH3:39])([O:4][C:5](=[O:38])[NH:6][CH2:7][CH2:8][O:9][CH2:10][CH2:11][O:12][CH2:13][CH2:14][O:15][CH2:16][CH2:17][O:18][CH2:19][C:20]#[C:21][C:22]1[CH:23]=[C:24]([CH:35]=[CH:36][CH:37]=1)[C:25]([O:27]CC1C=CC=CC=1)=[O:26])[CH3:3].[H][H], predict the reaction product. The product is: [CH3:3][C:2]([CH3:39])([O:4][C:5](=[O:38])[NH:6][CH2:7][CH2:8][O:9][CH2:10][CH2:11][O:12][CH2:13][CH2:14][O:15][CH2:16][CH2:17][O:18][CH2:19][CH2:20][CH2:21][C:22]1[CH:23]=[C:24]([CH:35]=[CH:36][CH:37]=1)[C:25]([OH:27])=[O:26])[CH3:1]. (7) The product is: [F:1][C:2]1[CH:27]=[CH:26][CH:25]=[C:24]([F:28])[C:3]=1[C:4]([NH:6][C:7]1[CH:11]=[CH:10][N:9]([CH2:12][C:13]2[CH:18]=[C:17]([CH3:30])[CH:16]=[CH:15][C:14]=2[C:20]([F:23])([F:22])[F:21])[N:8]=1)=[O:5]. Given the reactants [F:1][C:2]1[CH:27]=[CH:26][CH:25]=[C:24]([F:28])[C:3]=1[C:4]([NH:6][C:7]1[CH:11]=[CH:10][N:9]([CH2:12][C:13]2[CH:18]=[C:17](I)[CH:16]=[CH:15][C:14]=2[C:20]([F:23])([F:22])[F:21])[N:8]=1)=[O:5].[Cl-].[CH3:30][Zn+], predict the reaction product. (8) Given the reactants C1(C[N:8]2[CH2:26][CH2:25][C:11]3([CH2:16][CH2:15][N:14]([CH2:17][C:18]([O:20][C:21]([CH3:24])([CH3:23])[CH3:22])=[O:19])[CH2:13][CH2:12]3)[CH2:10][CH2:9]2)C=CC=CC=1.C(O)(=O)C, predict the reaction product. The product is: [CH2:16]1[C:11]2([CH2:25][CH2:26][NH:8][CH2:9][CH2:10]2)[CH2:12][CH2:13][N:14]([CH2:17][C:18]([O:20][C:21]([CH3:24])([CH3:23])[CH3:22])=[O:19])[CH2:15]1.